From a dataset of Forward reaction prediction with 1.9M reactions from USPTO patents (1976-2016). Predict the product of the given reaction. (1) Given the reactants [NH2:1][C:2]1[CH:7]=[CH:6][CH:5]=[CH:4][C:3]=1[C:8](=[C:22]1[CH2:27][CH2:26][N:25]([CH2:28][CH2:29][CH2:30][CH3:31])[CH2:24][CH2:23]1)[C:9]1[CH:21]=[CH:20][C:12]([C:13]([N:15]([CH2:18][CH3:19])[CH2:16][CH3:17])=[O:14])=[CH:11][CH:10]=1.[BH-](OC(C)=O)(OC(C)=O)O[C:34]([CH3:36])=O.[Na+].C(O)(C(F)(F)F)=O, predict the reaction product. The product is: [CH2:28]([N:25]1[CH2:26][CH2:27][C:22](=[C:8]([C:3]2[CH:4]=[CH:5][CH:6]=[CH:7][C:2]=2[NH:1][CH2:34][CH3:36])[C:9]2[CH:21]=[CH:20][C:12]([C:13]([N:15]([CH2:18][CH3:19])[CH2:16][CH3:17])=[O:14])=[CH:11][CH:10]=2)[CH2:23][CH2:24]1)[CH2:29][CH2:30][CH3:31]. (2) Given the reactants C(OC([N:8]1[CH2:11][CH:10]([O:12][C:13]2[CH:14]=[N:15][C:16]([Br:19])=[CH:17][CH:18]=2)[CH2:9]1)=O)(C)(C)C.[C:20]([OH:26])([C:22]([F:25])([F:24])[F:23])=[O:21], predict the reaction product. The product is: [F:23][C:22]([F:25])([F:24])[C:20]([OH:26])=[O:21].[NH:8]1[CH2:11][CH:10]([O:12][C:13]2[CH:18]=[CH:17][C:16]([Br:19])=[N:15][CH:14]=2)[CH2:9]1. (3) Given the reactants C([O-])([O-])=O.[K+].[K+].[C:7]([C:10]1[CH:15]=[CH:14][CH:13]=[CH:12][C:11]=1[NH:16][C:17](=O)[CH2:18][N:19]1[C:27](=[O:28])[C:26]2[C:21](=[CH:22][CH:23]=[CH:24][CH:25]=2)[C:20]1=[O:29])(=O)[CH3:8].Cl.O=P(Cl)(Cl)[Cl:34], predict the reaction product. The product is: [Cl:34][C:17]1[C:18]([N:19]2[C:27](=[O:28])[C:26]3[C:21](=[CH:22][CH:23]=[CH:24][CH:25]=3)[C:20]2=[O:29])=[C:7]([CH3:8])[C:10]2[C:11](=[CH:12][CH:13]=[CH:14][CH:15]=2)[N:16]=1. (4) Given the reactants C(N(C(C)C)CC)(C)C.[NH2:10][C:11]1[CH:26]=[CH:25][C:24]([Cl:27])=[CH:23][C:12]=1[C:13]([NH:15][CH2:16][CH:17]1[CH2:22][CH2:21][CH2:20][CH2:19][CH2:18]1)=[O:14].[O:28]([C:30]1[C:38]([O:39][CH3:40])=[CH:37][CH:36]=[CH:35][C:31]=1[C:32](O)=[O:33])[CH3:29].CN(C(ON1N=NC2C=CC=NC1=2)=[N+](C)C)C.F[P-](F)(F)(F)(F)F, predict the reaction product. The product is: [Cl:27][C:24]1[CH:25]=[CH:26][C:11]([NH:10][C:32](=[O:33])[C:31]2[CH:35]=[CH:36][CH:37]=[C:38]([O:39][CH3:40])[C:30]=2[O:28][CH3:29])=[C:12]([C:13]([NH:15][CH2:16][CH:17]2[CH2:22][CH2:21][CH2:20][CH2:19][CH2:18]2)=[O:14])[CH:23]=1. (5) The product is: [Cl-:8].[CH3:11][P+:12]([CH3:14])([CH3:13])[CH2:7][C:6]1[CH:9]=[CH:10][C:3]([CH:1]=[CH2:2])=[CH:4][CH:5]=1. Given the reactants [CH:1]([C:3]1[CH:10]=[CH:9][C:6]([CH2:7][Cl:8])=[CH:5][CH:4]=1)=[CH2:2].[CH3:11][P:12]([CH3:14])[CH3:13], predict the reaction product. (6) Given the reactants C(N(CC)CC)C.Cl.Cl.[NH2:10][C@H:11]1[CH:16]2[CH2:17][CH2:18][N:13]([CH2:14][CH2:15]2)[CH2:12]1.[CH2:19]([C:23]1[CH:31]=[CH:30][C:26]([C:27](O)=[O:28])=[CH:25][CH:24]=1)[CH2:20][CH2:21][CH3:22].[I-].ClC1C=CC=C[N+]=1C, predict the reaction product. The product is: [CH2:19]([C:23]1[CH:24]=[CH:25][C:26]([C:27]([NH:10][C@H:11]2[CH:16]3[CH2:17][CH2:18][N:13]([CH2:14][CH2:15]3)[CH2:12]2)=[O:28])=[CH:30][CH:31]=1)[CH2:20][CH2:21][CH3:22].